Task: Predict the reaction yield, written as a fraction of the theoretical maximum amount of product (1.0 means a 100% yield; for example, 0.34 means a 34% yield).. Dataset: Reaction yield outcomes from USPTO patents with 853,638 reactions (1) The reactants are [CH3:1][O:2][C:3]1[CH:4]=[C:5]2[C:10](=[CH:11][C:12]=1[O:13][CH3:14])[N:9]=[CH:8][N:7]=[C:6]2[S:15][C:16]1[CH:17]=[C:18]([CH:20]=[CH:21][CH:22]=1)[NH2:19].[CH:23]([C:26]1[CH:30]=[C:29]([NH:31][C:32](=O)[O:33]C2C=CC=CC=2)[N:28]([C:41]2[CH:46]=[CH:45][C:44]([O:47][CH3:48])=[CH:43][CH:42]=2)[N:27]=1)([CH3:25])[CH3:24]. The catalyst is C1COCC1.CN(C1C=CN=CC=1)C. The product is [CH3:1][O:2][C:3]1[CH:4]=[C:5]2[C:10](=[CH:11][C:12]=1[O:13][CH3:14])[N:9]=[CH:8][N:7]=[C:6]2[S:15][C:16]1[CH:17]=[C:18]([NH:19][C:32]([NH:31][C:29]2[N:28]([C:41]3[CH:46]=[CH:45][C:44]([O:47][CH3:48])=[CH:43][CH:42]=3)[N:27]=[C:26]([CH:23]([CH3:25])[CH3:24])[CH:30]=2)=[O:33])[CH:20]=[CH:21][CH:22]=1. The yield is 0.590. (2) The reactants are C(OC(=O)[NH:10][CH:11]([CH2:31][O:32][Si:33]([C:46]([CH3:49])([CH3:48])[CH3:47])([C:40]1[CH:45]=[CH:44][CH:43]=[CH:42][CH:41]=1)[C:34]1[CH:39]=[CH:38][CH:37]=[CH:36][CH:35]=1)[CH2:12][O:13][Si:14]([C:27]([CH3:30])([CH3:29])[CH3:28])([C:21]1[CH:26]=[CH:25][CH:24]=[CH:23][CH:22]=1)[C:15]1[CH:20]=[CH:19][CH:18]=[CH:17][CH:16]=1)C1C=CC=CC=1. The catalyst is CO.[Pd]. The product is [Si:14]([O:13][CH2:12][CH:11]([NH2:10])[CH2:31][O:32][Si:33]([C:46]([CH3:49])([CH3:48])[CH3:47])([C:40]1[CH:41]=[CH:42][CH:43]=[CH:44][CH:45]=1)[C:34]1[CH:35]=[CH:36][CH:37]=[CH:38][CH:39]=1)([C:27]([CH3:28])([CH3:29])[CH3:30])([C:21]1[CH:26]=[CH:25][CH:24]=[CH:23][CH:22]=1)[C:15]1[CH:16]=[CH:17][CH:18]=[CH:19][CH:20]=1. The yield is 0.840.